Predict which catalyst facilitates the given reaction. From a dataset of Catalyst prediction with 721,799 reactions and 888 catalyst types from USPTO. (1) Reactant: [Cl:1][C:2]1[CH:3]=[CH:4][C:5]2[C:10](=O)[O:9]C(=O)N[C:6]=2[C:13]=1[F:14].Cl.[N:16]1[CH:21]=[CH:20][CH:19]=[C:18]([C:22](=[NH:24])[NH2:23])[CH:17]=1.Cl. Product: [Cl:1][C:2]1[C:13]([F:14])=[C:6]2[C:5]([C:10]([OH:9])=[N:24][C:22]([C:18]3[CH:17]=[N:16][CH:21]=[CH:20][CH:19]=3)=[N:23]2)=[CH:4][CH:3]=1. The catalyst class is: 858. (2) Reactant: [OH:1][CH2:2][CH2:3][C:4]1[CH:20]=[CH:19][C:7]([O:8][CH2:9][C:10]2[N:11]=[C:12]([NH:15][C:16](=[O:18])[CH3:17])[S:13][CH:14]=2)=[CH:6][CH:5]=1.C(N(CC)CC)C.[CH3:28][S:29](Cl)(=[O:31])=[O:30].O. Product: [CH3:28][S:29]([O:1][CH2:2][CH2:3][C:4]1[CH:5]=[CH:6][C:7]([O:8][CH2:9][C:10]2[N:11]=[C:12]([NH:15][C:16](=[O:18])[CH3:17])[S:13][CH:14]=2)=[CH:19][CH:20]=1)(=[O:31])=[O:30]. The catalyst class is: 112. (3) Reactant: [CH2:1]([O:8][C:9]1[CH:14]=[CH:13][C:12]([OH:15])=[CH:11][C:10]=1[C@@H:16]([C:26]1[CH:31]=[CH:30][CH:29]=[CH:28][CH:27]=1)[CH2:17][CH2:18][N:19]([CH:23]([CH3:25])[CH3:24])[CH:20]([CH3:22])[CH3:21])[C:2]1[CH:7]=[CH:6][CH:5]=[CH:4][CH:3]=1.[C:32](=[O:35])([O-:34])[O-].[Cs+].[Cs+].Br[CH2:39][CH2:40][CH2:41][CH2:42][CH2:43][CH2:44][CH2:45][NH:46][C:47](=[O:53])[O:48][C:49]([CH3:52])([CH3:51])[CH3:50].O. Product: [NH3:19].[CH2:1]([O:8][C:9]1[CH:14]=[CH:13][C:12]([O:15][CH2:39][CH2:40][CH2:41][CH2:42][CH2:43][CH2:44][CH2:45][N:46]([C:47]([O:48][C:49]([CH3:52])([CH3:51])[CH3:50])=[O:53])[C:32]([O:34][C:2]([CH3:7])([CH3:3])[CH3:1])=[O:35])=[CH:11][C:10]=1[C@@H:16]([C:26]1[CH:27]=[CH:28][CH:29]=[CH:30][CH:31]=1)[CH2:17][CH2:18][N:19]([CH:20]([CH3:22])[CH3:21])[CH:23]([CH3:24])[CH3:25])[C:2]1[CH:3]=[CH:4][CH:5]=[CH:6][CH:7]=1. The catalyst class is: 391. (4) Reactant: [OH:1][CH:2]([C:20]1[CH:25]=[CH:24][C:23]([O:26][CH3:27])=[CH:22][CH:21]=1)[CH:3]1[CH2:7][O:6]C(C)(C)[N:4]1[C:10]([O:12][CH2:13][C:14]1[CH:19]=[CH:18][CH:17]=[CH:16][CH:15]=1)=[O:11]. Product: [OH:1][C@H:2]([C:20]1[CH:21]=[CH:22][C:23]([O:26][CH3:27])=[CH:24][CH:25]=1)[C@H:3]([NH:4][C:10](=[O:11])[O:12][CH2:13][C:14]1[CH:19]=[CH:18][CH:17]=[CH:16][CH:15]=1)[CH2:7][OH:6]. The catalyst class is: 5. (5) Reactant: [CH2:1]([O:3][C:4](=[O:20])[CH:5]([CH2:9][NH:10][C:11]1[C:16]([N+:17]([O-])=O)=[CH:15][CH:14]=[CH:13][N:12]=1)[CH2:6][CH2:7][CH3:8])[CH3:2]. Product: [CH2:1]([O:3][C:4](=[O:20])[CH:5]([CH2:9][NH:10][C:11]1[C:16]([NH2:17])=[CH:15][CH:14]=[CH:13][N:12]=1)[CH2:6][CH2:7][CH3:8])[CH3:2]. The catalyst class is: 50. (6) Reactant: [CH3:1][C:2]1[CH:7]=[CH:6][N:5]=[C:4]([C:8](=O)[CH2:9][C:10](=O)[C:11]([O:13][CH2:14][CH3:15])=[O:12])[CH:3]=1.[Cl:18][C:19]1[N:20]=[N:21][C:22]([NH:25][NH2:26])=[CH:23][CH:24]=1.Cl.C(=O)(O)[O-].[Na+]. Product: [Cl:18][C:19]1[N:20]=[N:21][C:22]([N:25]2[C:8]([C:4]3[CH:3]=[C:2]([CH3:1])[CH:7]=[CH:6][N:5]=3)=[CH:9][C:10]([C:11]([O:13][CH2:14][CH3:15])=[O:12])=[N:26]2)=[CH:23][CH:24]=1. The catalyst class is: 162. (7) Product: [S:25]1[CH:29]=[CH:28][C:27]2[CH:30]=[C:31]([C:34]([N:40]3[CH2:41][C:42]4([CH2:47][CH2:46][N:45]([CH2:48][C:49]5[CH:54]=[CH:53][CH:52]=[C:51]([CH2:55][CH2:56][OH:57])[C:50]=5[F:58])[CH2:44][CH2:43]4)[O:37][CH2:38][CH2:39]3)=[O:36])[CH:32]=[CH:33][C:26]1=2. The catalyst class is: 3. Reactant: CN(C(ON1N=NC2C=CC=NC1=2)=[N+](C)C)C.F[P-](F)(F)(F)(F)F.[S:25]1[CH:29]=[CH:28][C:27]2[CH:30]=[C:31]([C:34]([OH:36])=O)[CH:32]=[CH:33][C:26]1=2.[O:37]1[C:42]2([CH2:47][CH2:46][N:45]([CH2:48][C:49]3[C:50]([F:58])=[C:51]([CH2:55][CH2:56][OH:57])[CH:52]=[CH:53][CH:54]=3)[CH2:44][CH2:43]2)[CH2:41][NH:40][CH2:39][CH2:38]1.C(N(CC)CC)C.